This data is from Full USPTO retrosynthesis dataset with 1.9M reactions from patents (1976-2016). The task is: Predict the reactants needed to synthesize the given product. Given the product [NH2:42][C:38]1[CH:37]=[C:36](/[CH:34]=[CH:35]/[C:11]2[CH:10]=[C:9]([NH:8][C:6]3[C:5]([Cl:33])=[CH:4][N:3]=[C:2]([Cl:1])[N:7]=3)[CH:14]=[CH:13][C:12]=2[NH:15][CH:16]2[CH2:21][CH2:20][N:19]([C:22]([O:24][CH2:25][C:26]3[CH:31]=[CH:30][CH:29]=[CH:28][CH:27]=3)=[O:23])[CH2:18][CH2:17]2)[CH:41]=[N:40][CH:39]=1, predict the reactants needed to synthesize it. The reactants are: [Cl:1][C:2]1[N:7]=[C:6]([NH:8][C:9]2[CH:14]=[CH:13][C:12]([NH:15][CH:16]3[CH2:21][CH2:20][N:19]([C:22]([O:24][CH2:25][C:26]4[CH:31]=[CH:30][CH:29]=[CH:28][CH:27]=4)=[O:23])[CH2:18][CH2:17]3)=[C:11](I)[CH:10]=2)[C:5]([Cl:33])=[CH:4][N:3]=1.[CH:34]([C:36]1[CH:37]=[C:38]([NH2:42])[CH:39]=[N:40][CH:41]=1)=[CH2:35].